This data is from Forward reaction prediction with 1.9M reactions from USPTO patents (1976-2016). The task is: Predict the product of the given reaction. (1) Given the reactants [F:1][C:2]1[CH:7]=[CH:6][C:5]([N+:8]([O-])=O)=[CH:4][C:3]=1[C:11]1[C:12]([C:17]#[N:18])=[CH:13][CH:14]=[CH:15][CH:16]=1, predict the reaction product. The product is: [NH2:8][C:5]1[CH:6]=[CH:7][C:2]([F:1])=[C:3]([C:11]2[C:12]([C:17]#[N:18])=[CH:13][CH:14]=[CH:15][CH:16]=2)[CH:4]=1. (2) Given the reactants [CH2:1]([OH:12])[C@H:2]1[O:7][C@H:6]([OH:8])[C@H:5]([18F])[C@@H:4]([OH:10])[C@@H:3]1[OH:11].C(Cl)([O:18]C(F)F)C(F)(F)F, predict the reaction product. The product is: [O:12]=[CH:1][C@@H:2]([C@H:3]([C@@H:4]([C@@H:5]([CH2:6][OH:8])[OH:18])[OH:10])[OH:11])[OH:7]. (3) Given the reactants [F:1][C:2]1[C:3]([NH:10][CH2:11][C:12]2[CH:17]=[CH:16][CH:15]=[C:14]([F:18])[CH:13]=2)=[N:4][C:5]([O:8]C)=[CH:6][CH:7]=1.[I-].[Na+].C[Si](Cl)(C)C.CO, predict the reaction product. The product is: [F:1][C:2]1[CH:7]=[CH:6][C:5]([OH:8])=[N:4][C:3]=1[NH:10][CH2:11][C:12]1[CH:17]=[CH:16][CH:15]=[C:14]([F:18])[CH:13]=1. (4) Given the reactants [CH:1](=[O:9])[C:2]1[C:3](=[CH:5][CH:6]=[CH:7][CH:8]=1)[OH:4].C1CCN2C(=NCCC2)CC1.Cl[C:22]([CH3:26])([CH3:25])[C:23]#[CH:24], predict the reaction product. The product is: [CH3:25][C:22]([O:4][C:3]1[CH:5]=[CH:6][CH:7]=[CH:8][C:2]=1[CH:1]=[O:9])([CH3:26])[C:23]#[CH:24].